Regression/Classification. Given a drug SMILES string, predict its toxicity properties. Task type varies by dataset: regression for continuous values (e.g., LD50, hERG inhibition percentage) or binary classification for toxic/non-toxic outcomes (e.g., AMES mutagenicity, cardiotoxicity, hepatotoxicity). Dataset: ames. From a dataset of Ames mutagenicity test results for genotoxicity prediction. (1) The molecule is CC(C)=CCC/C(C)=C\CC/C(C)=C\CC/C=C(/C)CC/C=C(/C)CCC=C(C)C. The result is 0 (non-mutagenic). (2) The molecule is COO. The result is 1 (mutagenic). (3) The molecule is N#CC(Cl)Cl. The result is 1 (mutagenic).